From a dataset of Full USPTO retrosynthesis dataset with 1.9M reactions from patents (1976-2016). Predict the reactants needed to synthesize the given product. (1) Given the product [Br:1][C:2]1[CH:7]=[CH:6][C:5]([C:15]2[CH:16]=[CH:17][CH:18]=[C:19]3[C:14]=2[CH:13]=[CH:12][CH:11]=[N:10]3)=[CH:4][C:3]=1[F:9], predict the reactants needed to synthesize it. The reactants are: [Br:1][C:2]1[CH:7]=[CH:6][C:5](I)=[CH:4][C:3]=1[F:9].[N:10]1[C:19]2[CH:18]=[CH:17][CH:16]=[C:15](B(O)O)[C:14]=2[CH:13]=[CH:12][CH:11]=1.C([O-])(=O)C.[K+].C([O-])([O-])=O.[Cs+].[Cs+]. (2) Given the product [F:1][C:2]1[C:3]([C:9]([NH:13][CH3:12])=[O:11])=[N:4][CH:5]=[C:6]([F:8])[CH:7]=1, predict the reactants needed to synthesize it. The reactants are: [F:1][C:2]1[C:3]([C:9]([OH:11])=O)=[N:4][CH:5]=[C:6]([F:8])[CH:7]=1.[CH3:12][NH2:13].CO. (3) Given the product [CH2:31]([N:14]([CH2:13][C:11]1[N:12]=[C:8]([CH2:1][CH2:21][C:18]2[CH:19]=[CH:20][CH:15]=[CH:16][CH:17]=2)[O:9][C:10]=1[CH3:33])[C:15]1[CH:16]=[CH:17][C:18]([C:21]([OH:30])([C:26]([F:29])([F:27])[F:28])[C:22]([F:23])([F:25])[F:24])=[CH:19][CH:20]=1)[CH3:32], predict the reactants needed to synthesize it. The reactants are: [CH2:1]([C:8]1[O:9][C:10]([CH3:33])=[C:11]([CH2:13][N:14]([CH2:31][CH3:32])[C:15]2[CH:20]=[CH:19][C:18]([C:21]([OH:30])([C:26]([F:29])([F:28])[F:27])[C:22]([F:25])([F:24])[F:23])=[CH:17][CH:16]=2)[N:12]=1)C1C=CC=CC=1. (4) Given the product [CH2:14]([O:13][C:9]1[CH:10]=[C:11]2[C:6](=[C:7]3[CH2:18][C:17]([CH3:20])([CH3:19])[O:16][C:8]=13)[C:5]([C:21]1[CH:22]=[CH:23][CH:24]=[CH:25][CH:26]=1)=[N:4][C:3]([CH3:27])([CH2:2][C:29]#[N:30])[CH2:12]2)[CH3:15], predict the reactants needed to synthesize it. The reactants are: Br[CH2:2][C:3]1([CH3:27])[CH2:12][C:11]2[C:6](=[C:7]3[CH2:18][C:17]([CH3:20])([CH3:19])[O:16][C:8]3=[C:9]([O:13][CH2:14][CH3:15])[CH:10]=2)[C:5]([C:21]2[CH:26]=[CH:25][CH:24]=[CH:23][CH:22]=2)=[N:4]1.[O-][C:29]#[N:30].[Na+].O. (5) Given the product [C:43]([CH2:42][CH2:41][N:39]1[CH:40]=[C:36]([C:2]2[N:10]3[C:5]([CH:6]=[N:7][C:8]([NH:11][C:12]4[CH:13]=[CH:14][C:15]([CH:18]5[CH2:19][CH2:20][N:21]([CH2:24][C:25]([NH2:27])=[O:26])[CH2:22][CH2:23]5)=[CH:16][CH:17]=4)=[N:9]3)=[CH:4][CH:3]=2)[CH:37]=[N:38]1)#[N:44], predict the reactants needed to synthesize it. The reactants are: Br[C:2]1[N:10]2[C:5]([CH:6]=[N:7][C:8]([NH:11][C:12]3[CH:17]=[CH:16][C:15]([CH:18]4[CH2:23][CH2:22][N:21]([CH2:24][C:25]([NH2:27])=[O:26])[CH2:20][CH2:19]4)=[CH:14][CH:13]=3)=[N:9]2)=[CH:4][CH:3]=1.CC1(C)C(C)(C)OB([C:36]2[CH:37]=[N:38][N:39]([CH2:41][CH2:42][C:43]#[N:44])[CH:40]=2)O1.